This data is from Peptide-MHC class I binding affinity with 185,985 pairs from IEDB/IMGT. The task is: Regression. Given a peptide amino acid sequence and an MHC pseudo amino acid sequence, predict their binding affinity value. This is MHC class I binding data. (1) The binding affinity (normalized) is 0.476. The MHC is HLA-A02:06 with pseudo-sequence HLA-A02:06. The peptide sequence is VFTSAVLLL. (2) The peptide sequence is ATVELLSFL. The MHC is Patr-A0301 with pseudo-sequence Patr-A0301. The binding affinity (normalized) is 0.305. (3) The peptide sequence is CYWSPLSHL. The MHC is H-2-Kd with pseudo-sequence H-2-Kd. The binding affinity (normalized) is 0.592. (4) The peptide sequence is VSFIEFVGW. The MHC is HLA-B57:01 with pseudo-sequence HLA-B57:01. The binding affinity (normalized) is 0.838. (5) The peptide sequence is SEFWLNYTA. The binding affinity (normalized) is 0.703. The MHC is HLA-B40:01 with pseudo-sequence HLA-B40:01.